The task is: Predict the reaction yield, written as a fraction of the theoretical maximum amount of product (1.0 means a 100% yield; for example, 0.34 means a 34% yield).. This data is from Reaction yield outcomes from USPTO patents with 853,638 reactions. (1) The reactants are OC1[C:11]2[CH2:10][S:9][N:8]=[C:7]([N:12](C(OC(C)(C)C)=O)C(OC(C)(C)C)=O)[C:6]3=[N:27][N:28]([CH2:30][C:31]4[C:36]([CH3:37])=[C:35]([O:38][CH3:39])[C:34]([CH3:40])=[CH:33][N:32]=4)[N:29]=[C:4]([C:5]=23)[CH2:3]1.ClCCl.ClC(Cl)(O[C:48](=[O:54])[O:49][C:50](Cl)(Cl)Cl)Cl.[CH3:56][NH2:57]. The catalyst is O1CCCC1.N1C=CC=CC=1. The product is [CH3:56][NH:57][C:48](=[O:54])[O:49][CH:50]1[C:11]2[CH2:10][S:9][N:8]=[C:7]([NH2:12])[C:6]3=[N:27][N:28]([CH2:30][C:31]4[C:36]([CH3:37])=[C:35]([O:38][CH3:39])[C:34]([CH3:40])=[CH:33][N:32]=4)[N:29]=[C:4]([C:5]=23)[CH2:3]1. The yield is 0.220. (2) The reactants are [C:1]([C:5]1[CH:44]=[CH:43][C:8]([C:9]([NH:11][C@@H:12]([CH2:17][C:18]2[CH:23]=[CH:22][C:21]([C:24]3[N:28]=[C:27]([C:29]4[CH:34]=[CH:33][C:32]([O:35][CH2:36][CH2:37][CH2:38][CH2:39][CH2:40][CH2:41][CH3:42])=[CH:31][CH:30]=4)[O:26][N:25]=3)=[CH:20][CH:19]=2)[C:13]([O:15]C)=[O:14])=[O:10])=[CH:7][CH:6]=1)([CH3:4])([CH3:3])[CH3:2].[OH-].[Na+]. The catalyst is CO. The product is [C:1]([C:5]1[CH:44]=[CH:43][C:8]([C:9]([NH:11][C@@H:12]([CH2:17][C:18]2[CH:23]=[CH:22][C:21]([C:24]3[N:28]=[C:27]([C:29]4[CH:30]=[CH:31][C:32]([O:35][CH2:36][CH2:37][CH2:38][CH2:39][CH2:40][CH2:41][CH3:42])=[CH:33][CH:34]=4)[O:26][N:25]=3)=[CH:20][CH:19]=2)[C:13]([OH:15])=[O:14])=[O:10])=[CH:7][CH:6]=1)([CH3:3])([CH3:2])[CH3:4]. The yield is 0.310. (3) The reactants are [CH3:1][C:2]([C:6]1[S:7][C:8]([C:11]2[CH:16]=[CH:15][CH:14]=[CH:13][CH:12]=2)=[CH:9][N:10]=1)([CH3:5])[CH2:3][NH2:4].[F:17][C:18]([F:34])([F:33])[C:19]1[O:23][N:22]=[C:21]([C:24]2[CH:25]=[C:26]([CH:30]=[CH:31][CH:32]=2)[C:27](O)=[O:28])[N:20]=1. No catalyst specified. The product is [CH3:5][C:2]([C:6]1[S:7][C:8]([C:11]2[CH:16]=[CH:15][CH:14]=[CH:13][CH:12]=2)=[CH:9][N:10]=1)([CH3:1])[CH2:3][NH:4][C:27](=[O:28])[C:26]1[CH:30]=[CH:31][CH:32]=[C:24]([C:21]2[N:20]=[C:19]([C:18]([F:34])([F:33])[F:17])[O:23][N:22]=2)[CH:25]=1. The yield is 0.170. (4) The reactants are C(=O)([O-])[O-].[K+].[K+].[Cl:7][C:8]1[N:13]=[C:12]2[N:14]=[CH:15][NH:16][C:11]2=[C:10]([Cl:17])[CH:9]=1.Br[CH2:19][C:20]1[C:29]2[C:24](=[CH:25][CH:26]=[CH:27][CH:28]=2)[CH:23]=[CH:22][CH:21]=1. The catalyst is CN(C)C=O. The product is [Cl:7][C:8]1[N:13]=[C:12]2[N:14]([CH2:19][C:20]3[C:29]4[C:24](=[CH:25][CH:26]=[CH:27][CH:28]=4)[CH:23]=[CH:22][CH:21]=3)[CH:15]=[N:16][C:11]2=[C:10]([Cl:17])[CH:9]=1. The yield is 0.262. (5) The catalyst is C(Cl)Cl. The product is [Cl:1][C:2]1[CH:21]=[C:20]([OH:22])[CH:19]=[C:18]([Cl:24])[C:3]=1[CH2:4][CH:5]1[CH2:9][CH2:8][N:7]([C@@H:10]2[CH2:15][CH2:14][CH2:13][CH2:12][C@@H:11]2[CH3:16])[C:6]1=[O:17]. The reactants are [Cl:1][C:2]1[CH:21]=[C:20]([O:22]C)[CH:19]=[C:18]([Cl:24])[C:3]=1[CH2:4][CH:5]1[CH2:9][CH2:8][N:7]([C@@H:10]2[CH2:15][CH2:14][CH2:13][CH2:12][C@@H:11]2[CH3:16])[C:6]1=[O:17].B(Br)(Br)Br.O. The yield is 0.850. (6) The reactants are [CH3:1][C:2]1[C:7]([CH3:8])=[CH:6][C:5]([CH3:9])=[CH:4][C:3]=1[OH:10].C[O:12][CH:13](Cl)Cl.[Cl-].[NH4+]. The catalyst is ClCCl.[Ti](Cl)(Cl)(Cl)Cl. The product is [OH:10][C:3]1[C:2]([CH3:1])=[C:7]([CH3:8])[CH:6]=[C:5]([CH3:9])[C:4]=1[CH:13]=[O:12]. The yield is 0.400. (7) The reactants are [NH2:1][C:2]1[C:3]([C:22]2[CH:27]=[CH:26][C:25]([CH3:28])=[CH:24][CH:23]=2)=[C:4]([CH2:13][NH:14]C(=O)OC(C)(C)C)[C:5]([CH2:9][CH:10]([CH3:12])[CH3:11])=[N:6][C:7]=1[CH3:8].[C:29]([C:31]1[CH:32]=[C:33]([CH:37]=[CH:38][CH:39]=1)[C:34]([Cl:36])=[O:35])#[N:30].C(N(CC)CC)C.C(=O)([O-])O.[Na+].[N-:52]=[N+:53]=[N-:54].[Na+].[Cl-:56].[NH4+].C(OC(=O)C)C.Cl. The catalyst is O1CCCC1.CS(C)=O.C(OCC)(=O)C.O. The product is [ClH:36].[ClH:56].[NH2:14][CH2:13][C:4]1[C:3]([C:22]2[CH:23]=[CH:24][C:25]([CH3:28])=[CH:26][CH:27]=2)=[C:2]([NH:1][C:34](=[O:35])[C:33]2[CH:37]=[CH:38][CH:39]=[C:31]([C:29]3[NH:54][N:53]=[N:52][N:30]=3)[CH:32]=2)[C:7]([CH3:8])=[N:6][C:5]=1[CH2:9][CH:10]([CH3:11])[CH3:12]. The yield is 0.160. (8) The reactants are C1(C2C=CC=CC=2)C=CC=CC=1.Cl[C:14]1[C:15](=[O:38])[C:16](=[O:37])[C:17]=1[NH:18][C:19]1[CH:24]=[CH:23][C:22]([Cl:25])=[C:21]([S:26]([N:29]2[CH2:34][CH2:33][N:32]([CH3:35])[CH2:31][CH2:30]2)(=[O:28])=[O:27])[C:20]=1[OH:36].[F:39][C:40]1[CH:46]=[CH:45][CH:44]=[CH:43][C:41]=1[NH2:42]. The catalyst is CN(C=O)C. The product is [Cl:25][C:22]1[CH:23]=[CH:24][C:19]([NH:18][C:17]2[C:16](=[O:37])[C:15](=[O:38])[C:14]=2[NH:42][C:41]2[CH:43]=[CH:44][CH:45]=[CH:46][C:40]=2[F:39])=[C:20]([OH:36])[C:21]=1[S:26]([N:29]1[CH2:34][CH2:33][N:32]([CH3:35])[CH2:31][CH2:30]1)(=[O:28])=[O:27]. The yield is 0.690. (9) The reactants are [N+:1]([CH2:4][CH2:5][C:6]1[CH:18]=[CH:17][C:9]([O:10][C:11]2[CH:12]=[N:13][CH:14]=[CH:15][CH:16]=2)=[CH:8][CH:7]=1)([O-:3])=O.C[O-].[Li+].C(=O)(O)[O-].[Na+].[C:27]([C:29]1[C:30]([NH2:36])=[N:31][C:32]([NH2:35])=[CH:33][CH:34]=1)#[CH:28].C(N(CC)CC)C. The catalyst is [Ti](Cl)(Cl)(Cl)Cl.O.O1CCCC1.C(OCC)(=O)C.CO. The product is [N:13]1[CH:14]=[CH:15][CH:16]=[C:11]([O:10][C:9]2[CH:17]=[CH:18][C:6]([CH2:5][C:4]3[CH:28]=[C:27]([C:29]4[C:30]([NH2:36])=[N:31][C:32]([NH2:35])=[CH:33][CH:34]=4)[O:3][N:1]=3)=[CH:7][CH:8]=2)[CH:12]=1. The yield is 0.158. (10) The reactants are Cl[C:2]1[N:7]=[CH:6][C:5]([C:8]2[C:16]3[C:11](=[CH:12][C:13]([F:17])=[CH:14][CH:15]=3)[N:10]([S:18]([C:21]3[CH:26]=[CH:25][CH:24]=[CH:23][CH:22]=3)(=[O:20])=[O:19])[CH:9]=2)=[CH:4][CH:3]=1.[NH2:27][CH:28]1[CH2:33][CH2:32][N:31](C(OC(C)(C)C)=O)[CH2:30][CH2:29]1. No catalyst specified. The product is [F:17][C:13]1[CH:12]=[C:11]2[C:16]([C:8]([C:5]3[CH:4]=[CH:3][C:2]([N:31]4[CH2:32][CH2:33][CH:28]([NH2:27])[CH2:29][CH2:30]4)=[N:7][CH:6]=3)=[CH:9][N:10]2[S:18]([C:21]2[CH:26]=[CH:25][CH:24]=[CH:23][CH:22]=2)(=[O:20])=[O:19])=[CH:15][CH:14]=1. The yield is 1.00.